This data is from Full USPTO retrosynthesis dataset with 1.9M reactions from patents (1976-2016). The task is: Predict the reactants needed to synthesize the given product. Given the product [F:30][C:21]1[CH:20]=[C:19]([C@:9]2([NH:8][C:6]([C:5]3[CH:31]=[CH:32][C:2]([C:76]([OH:78])=[O:77])=[C:3]([CH3:33])[CH:4]=3)=[O:7])[C:14]3=[N:15][CH:16]=[CH:17][CH:18]=[C:13]3[O:12][CH2:11][CH2:10]2)[CH:24]=[CH:23][C:22]=1[O:25][C:26]([F:29])([F:28])[F:27], predict the reactants needed to synthesize it. The reactants are: Br[C:2]1[CH:32]=[CH:31][C:5]([C:6]([NH:8][C@@:9]2([C:19]3[CH:24]=[CH:23][C:22]([O:25][C:26]([F:29])([F:28])[F:27])=[C:21]([F:30])[CH:20]=3)[C:14]3=[N:15][CH:16]=[CH:17][CH:18]=[C:13]3[O:12][CH2:11][CH2:10]2)=[O:7])=[CH:4][C:3]=1[CH3:33].CC1(C)C2C=CC=C(P(C3C=CC=CC=3)C3C=CC=CC=3)C=2OC2C1=CC=CC=2P(C1C=CC=CC=1)C1C=CC=CC=1.[C:76](=O)([O-:78])[O-:77].[K+].[K+].O.